This data is from Forward reaction prediction with 1.9M reactions from USPTO patents (1976-2016). The task is: Predict the product of the given reaction. (1) Given the reactants [CH2:1]([O:3][C:4]([C:6]1([C:9]2[CH:14]=[CH:13][C:12]([C:15]3[CH:20]=[CH:19][C:18](B4OC(C)(C)C(C)(C)O4)=[CH:17][CH:16]=3)=[CH:11][CH:10]=2)[CH2:8][CH2:7]1)=[O:5])[CH3:2].Br[C:31]1[C:36]([CH:37]([OH:47])[CH2:38][CH2:39][CH2:40][C:41]2[CH:46]=[CH:45][CH:44]=[CH:43][CH:42]=2)=[CH:35][CH:34]=[CH:33][N:32]=1, predict the reaction product. The product is: [CH2:1]([O:3][C:4]([C:6]1([C:9]2[CH:10]=[CH:11][C:12]([C:15]3[CH:20]=[CH:19][C:18]([C:31]4[C:36]([CH:37]([OH:47])[CH2:38][CH2:39][CH2:40][C:41]5[CH:42]=[CH:43][CH:44]=[CH:45][CH:46]=5)=[CH:35][CH:34]=[CH:33][N:32]=4)=[CH:17][CH:16]=3)=[CH:13][CH:14]=2)[CH2:8][CH2:7]1)=[O:5])[CH3:2]. (2) Given the reactants [C:1]([O:5][C:6]([N:8]1[CH2:16][C:15]2[C:10](=[CH:11][C:12]([CH:23]=[CH2:24])=[C:13]([C:17]3[CH2:18][CH2:19][O:20][CH2:21][CH:22]=3)[CH:14]=2)[CH2:9]1)=[O:7])([CH3:4])([CH3:3])[CH3:2].C([O-])=O.[NH4+], predict the reaction product. The product is: [C:1]([O:5][C:6]([N:8]1[CH2:9][C:10]2[C:15](=[CH:14][C:13]([CH:17]3[CH2:22][CH2:21][O:20][CH2:19][CH2:18]3)=[C:12]([CH2:23][CH3:24])[CH:11]=2)[CH2:16]1)=[O:7])([CH3:2])([CH3:3])[CH3:4]. (3) Given the reactants [C:1]([N:4]1[CH2:9][CH2:8][C@H:7]([NH:10][C:11](=[O:20])[O:12][CH2:13][C:14]2[CH:19]=[CH:18][CH:17]=[CH:16][CH:15]=2)[C@H:6]([O:21][CH2:22][CH2:23][CH3:24])[CH2:5]1)(=[O:3])[NH2:2].Br[CH:26]([CH3:36])[C:27](=O)[C:28]([O:30][CH2:31][CH2:32][CH2:33][CH3:34])=[O:29].C(=O)(O)[O-].[Na+], predict the reaction product. The product is: [CH2:13]([O:12][C:11]([NH:10][C@H:7]1[CH2:8][CH2:9][N:4]([C:1]2[O:3][C:26]([CH3:36])=[C:27]([C:28]([O:30][CH2:31][CH2:32][CH2:33][CH3:34])=[O:29])[N:2]=2)[CH2:5][C@H:6]1[O:21][CH2:22][CH2:23][CH3:24])=[O:20])[C:14]1[CH:15]=[CH:16][CH:17]=[CH:18][CH:19]=1. (4) Given the reactants [Cl:1][C:2]1[CH:3]=[C:4]([S:8]([NH:11][C:12]2[CH:17]=[C:16]([CH3:18])[N:15]=[C:14]3[S:19][C:20]([C:30]#[C:31][CH2:32][N:33]4[CH2:38][CH2:37][O:36][CH2:35][CH2:34]4)=[C:21]([C:22]4[CH:27]=[CH:26][CH:25]=[C:24]([O:28][CH3:29])[CH:23]=4)[C:13]=23)(=[O:10])=[O:9])[CH:5]=[CH:6][CH:7]=1, predict the reaction product. The product is: [Cl:1][C:2]1[CH:3]=[C:4]([S:8]([NH:11][C:12]2[CH:17]=[C:16]([CH3:18])[N:15]=[C:14]3[S:19][C:20]([CH2:30][CH2:31][CH2:32][N:33]4[CH2:34][CH2:35][O:36][CH2:37][CH2:38]4)=[C:21]([C:22]4[CH:27]=[CH:26][CH:25]=[C:24]([O:28][CH3:29])[CH:23]=4)[C:13]=23)(=[O:9])=[O:10])[CH:5]=[CH:6][CH:7]=1.